Dataset: Reaction yield outcomes from USPTO patents with 853,638 reactions. Task: Predict the reaction yield, written as a fraction of the theoretical maximum amount of product (1.0 means a 100% yield; for example, 0.34 means a 34% yield). (1) The catalyst is C(Cl)Cl.CN(C=O)C. The product is [Cl:17][C:9]1[CH:8]=[C:4]([CH:3]=[C:2]([Cl:1])[C:10]=1[O:11][CH:12]1[CH2:16][CH2:15][CH2:14][CH2:13]1)[C:5]([NH:24][C:25]1[CH:26]=[CH:27][C:28]([C:29]([O:31][CH3:32])=[O:30])=[CH:33][CH:34]=1)=[O:7]. The reactants are [Cl:1][C:2]1[CH:3]=[C:4]([CH:8]=[C:9]([Cl:17])[C:10]=1[O:11][CH:12]1[CH2:16][CH2:15][CH2:14][CH2:13]1)[C:5]([OH:7])=O.C(Cl)(=O)C(Cl)=O.[NH2:24][C:25]1[CH:34]=[CH:33][C:28]([C:29]([O:31][CH3:32])=[O:30])=[CH:27][CH:26]=1.CCN(C(C)C)C(C)C. The yield is 0.200. (2) The reactants are [F:1][C:2]1[CH:7]=[C:6]([I:8])[CH:5]=[CH:4][C:3]=1[NH:9][C:10]1[N:15]([CH3:16])[C:14](=[O:17])[C:13]2[CH:18]=[CH:19][O:20][C:12]=2[C:11]=1[C:21]([OH:23])=O.Cl.C[O:26][CH2:27]N.CC[N:31]=C=NCCCN(C)C.C1C=CC2N(O)N=NC=2C=1. The catalyst is CN(C=O)C. The product is [F:1][C:2]1[CH:7]=[C:6]([I:8])[CH:5]=[CH:4][C:3]=1[NH:9][C:10]1[N:15]([CH3:16])[C:14](=[O:17])[C:13]2[CH:18]=[CH:19][O:20][C:12]=2[C:11]=1[C:21]([NH:31][O:26][CH3:27])=[O:23]. The yield is 0.410.